The task is: Predict the product of the given reaction.. This data is from Forward reaction prediction with 1.9M reactions from USPTO patents (1976-2016). Given the reactants [Br:1][C:2]1[CH:3]=[CH:4][C:5]([O:10][CH2:11][CH:12]([CH2:15][CH3:16])[CH2:13][CH3:14])=[C:6]([CH2:8]O)[CH:7]=1.[C:17]1(P(C2C=CC=CC=2)C2C=CC=CC=2)C=CC=CC=1.CC(O[C:41](/[N:43]=[N:44]/[C:45](OC(C)(C)C)=O)=[O:42])(C)C, predict the reaction product. The product is: [Br:1][C:2]1[CH:3]=[CH:4][C:5]([O:10][CH2:11][CH:12]([CH2:15][CH3:16])[CH2:13][CH3:14])=[C:6]([CH:7]=1)[CH2:8][N:44]1[CH:45]=[CH:17][C:41]([OH:42])=[N:43]1.